The task is: Predict the reaction yield, written as a fraction of the theoretical maximum amount of product (1.0 means a 100% yield; for example, 0.34 means a 34% yield).. This data is from Reaction yield outcomes from USPTO patents with 853,638 reactions. (1) The reactants are [Cl:1][C:2]1[CH:3]=[CH:4][C:5]([N+:21]([O-])=O)=[C:6]([NH:8][C@@H:9]2[CH2:14][CH2:13][C@H:12]([C:15]([NH:17][CH:18]([CH3:20])[CH3:19])=[O:16])[CH2:11][CH2:10]2)[CH:7]=1.O.O.[Sn](Cl)Cl.[NH2:29][C:30]1C=CC(Cl)=CC=1N[C@@H]1CC[C@H](C(NC(C)C)=O)CC1.N#CBr. The product is [NH2:29][C:30]1[N:8]([C@@H:9]2[CH2:14][CH2:13][C@H:12]([C:15]([NH:17][CH:18]([CH3:20])[CH3:19])=[O:16])[CH2:11][CH2:10]2)[C:6]2[CH:7]=[C:2]([Cl:1])[CH:3]=[CH:4][C:5]=2[N:21]=1. The catalyst is CCO.C(Cl)Cl. The yield is 1.24. (2) The reactants are N1([CH:7]([CH3:28])[CH2:8][NH:9][C:10]2[CH:15]=[CH:14][C:13]([C:16]3[O:17][C:18]4[CH:24]=[CH:23][CH:22]=[CH:21][C:19]=4[N:20]=3)=[CH:12][C:11]=2[N+:25]([O-])=O)CCOCC1.Cl.[C:30](=[NH:34])(OC)[CH3:31].[C:35](=[O:38])([O-])O.[Na+].[CH2:40](OCC)[CH3:41].[CH3:45]O. No catalyst specified. The product is [O:17]1[C:18]2[CH:24]=[CH:23][CH:22]=[CH:21][C:19]=2[N:20]=[C:16]1[C:13]1[CH:14]=[CH:15][C:10]2[N:9]([CH2:8][CH2:7][CH2:28][N:34]3[CH2:45][CH2:35][O:38][CH2:31][CH2:30]3)[C:40]([CH3:41])=[N:25][C:11]=2[CH:12]=1. The yield is 0.610.